From a dataset of Peptide-MHC class I binding affinity with 185,985 pairs from IEDB/IMGT. Regression. Given a peptide amino acid sequence and an MHC pseudo amino acid sequence, predict their binding affinity value. This is MHC class I binding data. (1) The peptide sequence is RRAQMAPKR. The MHC is HLA-B27:05 with pseudo-sequence HLA-B27:05. The binding affinity (normalized) is 0.780. (2) The peptide sequence is DWMDRIEEF. The MHC is HLA-B57:01 with pseudo-sequence HLA-B57:01. The binding affinity (normalized) is 0.0847. (3) The peptide sequence is GVNACQVGV. The MHC is HLA-A02:01 with pseudo-sequence HLA-A02:01. The binding affinity (normalized) is 0.417. (4) The peptide sequence is PIPMSRLFM. The MHC is HLA-A02:06 with pseudo-sequence HLA-A02:06. The binding affinity (normalized) is 0.0431. (5) The peptide sequence is EMKTDAATLA. The MHC is HLA-A02:01 with pseudo-sequence HLA-A02:01. The binding affinity (normalized) is 0. (6) The peptide sequence is QGKCATCVY. The MHC is HLA-B15:01 with pseudo-sequence HLA-B15:01. The binding affinity (normalized) is 0.434. (7) The peptide sequence is FSPRRHWT. The MHC is Mamu-A01 with pseudo-sequence Mamu-A01. The binding affinity (normalized) is 0.323. (8) The peptide sequence is YLHDPLTPY. The MHC is HLA-B46:01 with pseudo-sequence HLA-B46:01. The binding affinity (normalized) is 0.315.